From a dataset of Forward reaction prediction with 1.9M reactions from USPTO patents (1976-2016). Predict the product of the given reaction. (1) Given the reactants C1(C)C=CC=CC=1.[CH3:8][C:9]1[CH:10]=[C:11]([CH2:21][OH:22])[CH:12]=[C:13]([N+:18]([O-:20])=[O:19])[C:14]=1[N+:15]([O-:17])=[O:16], predict the reaction product. The product is: [CH3:8][C:9]1[CH:10]=[C:11]([CH:12]=[C:13]([N+:18]([O-:20])=[O:19])[C:14]=1[N+:15]([O-:17])=[O:16])[CH:21]=[O:22]. (2) Given the reactants [Br:1][C:2]1[CH:3]=[C:4]2[C:8](=[CH:9][CH:10]=1)[N:7]([CH:11]([CH2:15][CH:16]([CH3:18])[CH3:17])[C:12]([OH:14])=O)[C:6](=[O:19])[C:5]2=[O:20].[N:21]1[CH:26]=[CH:25][CH:24]=[CH:23][C:22]=1[NH2:27].C(N(CC)C(C)C)(C)C.F[P-](F)(F)(F)(F)F.N1(O[P+](N(C)C)(N(C)C)N(C)C)C2C=CC=CC=2N=N1, predict the reaction product. The product is: [N:21]1[CH:26]=[CH:25][CH:24]=[CH:23][C:22]=1[NH:27][C:12](=[O:14])[CH:11]([N:7]1[C:8]2[C:4](=[CH:3][C:2]([Br:1])=[CH:10][CH:9]=2)[C:5](=[O:20])[C:6]1=[O:19])[CH2:15][CH:16]([CH3:18])[CH3:17].